From a dataset of Catalyst prediction with 721,799 reactions and 888 catalyst types from USPTO. Predict which catalyst facilitates the given reaction. (1) Reactant: [Cl:1][C:2]1[CH:3]=[C:4]([CH:23]=[CH:24][CH:25]=1)[CH2:5][O:6][C:7]1[CH:16]=[C:15]2[C:10]([CH:11]=[C:12]([CH2:17][C:18](OCC)=[O:19])[CH:13]=[N:14]2)=[CH:9][CH:8]=1.CCOCC.[NH3:31]. Product: [Cl:1][C:2]1[CH:3]=[C:4]([CH:23]=[CH:24][CH:25]=1)[CH2:5][O:6][C:7]1[CH:16]=[C:15]2[C:10]([CH:11]=[C:12]([CH2:17][C:18]([NH2:31])=[O:19])[CH:13]=[N:14]2)=[CH:9][CH:8]=1. The catalyst class is: 5. (2) Product: [CH3:10][O:9][C:8]1[CH:7]=[CH:6][C:5]([O:11][CH2:14][C:13]#[CH:12])=[CH:4][C:3]=1[O:2][CH3:1]. Reactant: [CH3:1][O:2][C:3]1[CH:4]=[C:5]([OH:11])[CH:6]=[CH:7][C:8]=1[O:9][CH3:10].[CH2:12](Cl)[C:13]#[CH:14].C(=O)([O-])[O-].[K+].[K+]. The catalyst class is: 8. (3) Reactant: [C:1]([O:5][C:6]([N:8]1[CH2:13][CH2:12][CH:11]([C:14]([OH:16])=O)[CH2:10][CH2:9]1)=[O:7])([CH3:4])([CH3:3])[CH3:2].C(Cl)CCl.[C:21]1([CH2:27][CH2:28][NH2:29])[CH:26]=[CH:25][CH:24]=[CH:23][CH:22]=1.C([O-])([O-])=O.[Na+].[Na+]. Product: [C:21]1([CH2:27][CH2:28][NH:29][C:14]([CH:11]2[CH2:10][CH2:9][N:8]([C:6]([O:5][C:1]([CH3:2])([CH3:3])[CH3:4])=[O:7])[CH2:13][CH2:12]2)=[O:16])[CH:26]=[CH:25][CH:24]=[CH:23][CH:22]=1. The catalyst class is: 2. (4) Reactant: [C:1]([O:5][C:6]([N:8]1[C:17]2[C:12](=[CH:13][C:14]([C:18]3[CH:19]=[N:20][CH:21]=[C:22]([C:24]([C:27]([O:29]CC4C=CC=CC=4)=[O:28])([CH3:26])[CH3:25])[CH:23]=3)=[CH:15][N:16]=2)[CH2:11][CH2:10][CH2:9]1)=[O:7])([CH3:4])([CH3:3])[CH3:2]. Product: [C:1]([O:5][C:6]([N:8]1[C:17]2[C:12](=[CH:13][C:14]([C:18]3[CH:19]=[N:20][CH:21]=[C:22]([C:24]([C:27]([OH:29])=[O:28])([CH3:26])[CH3:25])[CH:23]=3)=[CH:15][N:16]=2)[CH2:11][CH2:10][CH2:9]1)=[O:7])([CH3:4])([CH3:2])[CH3:3]. The catalyst class is: 19. (5) Reactant: [F:1][C:2]1[C:3]([CH3:24])=[C:4]([C@:8]2([C:20]([O:22]C)=[O:21])[CH2:12][CH2:11][C:10]([C:13]3[C:14]([CH3:19])=[N:15][CH:16]=[CH:17][CH:18]=3)=[CH:9]2)[CH:5]=[CH:6][CH:7]=1.[OH-].[Na+]. Product: [F:1][C:2]1[C:3]([CH3:24])=[C:4]([C@:8]2([C:20]([OH:22])=[O:21])[CH2:12][CH2:11][C:10]([C:13]3[C:14]([CH3:19])=[N:15][CH:16]=[CH:17][CH:18]=3)=[CH:9]2)[CH:5]=[CH:6][CH:7]=1. The catalyst class is: 5. (6) Reactant: [CH2:1]([O:3][C:4]1[C:8]([CH:9](O)[CH2:10][CH3:11])=[CH:7][N:6]([C:13]2[CH:18]=[CH:17][C:16]([C:19]([F:22])([F:21])[F:20])=[CH:15][N:14]=2)[N:5]=1)[CH3:2].[OH:23][C:24]1[CH:29]=[CH:28][C:27]([CH2:30][CH2:31][C:32]([O:34]C)=[O:33])=[C:26]([O:36][CH3:37])[CH:25]=1.C(P(CCCC)CCCC)CCC.N(C(N1CCCCC1)=O)=NC(N1CCCCC1)=O. Product: [CH2:1]([O:3][C:4]1[C:8]([CH2:9][CH2:10][CH2:11][O:23][C:24]2[CH:29]=[CH:28][C:27]([CH2:30][CH2:31][C:32]([OH:34])=[O:33])=[C:26]([O:36][CH3:37])[CH:25]=2)=[CH:7][N:6]([C:13]2[CH:18]=[CH:17][C:16]([C:19]([F:22])([F:21])[F:20])=[CH:15][N:14]=2)[N:5]=1)[CH3:2]. The catalyst class is: 7.